This data is from Full USPTO retrosynthesis dataset with 1.9M reactions from patents (1976-2016). The task is: Predict the reactants needed to synthesize the given product. Given the product [CH3:1][N:2]1[C:11]2[C:6](=[CH:7][N:8]=[C:9]([CH3:12])[CH:10]=2)[CH:5]=[C:4]([C:13]2[CH:18]=[C:17]([NH:19][C:20]3[CH:21]=[C:22]([C:23]4[S:24][CH:25]=[CH:26][N:27]=4)[O:28][N:40]=3)[CH:16]=[CH:15][C:14]=2[CH3:31])[C:3]1=[O:32], predict the reactants needed to synthesize it. The reactants are: [CH3:1][N:2]1[C:11]2[C:6](=[CH:7][N:8]=[C:9]([CH3:12])[CH:10]=2)[CH:5]=[C:4]([C:13]2[CH:18]=[C:17]([NH:19]/[C:20](/SC)=[CH:21]/[C:22](=[O:28])[C:23]3[S:24][CH:25]=[CH:26][N:27]=3)[CH:16]=[CH:15][C:14]=2[CH3:31])[C:3]1=[O:32].O1CCCCC1O[NH2:40].C([O-])([O-])=O.[K+].[K+].